Dataset: Forward reaction prediction with 1.9M reactions from USPTO patents (1976-2016). Task: Predict the product of the given reaction. (1) Given the reactants [C:1](=[O:4])(O)[OH:2].ClC=C(Cl)Cl.ClC=C(Cl)Cl.[NH2:15][C:16]1[CH:21]=[CH:20][CH:19]=[CH:18][C:17]=1O.C(N(CC)CC)C, predict the reaction product. The product is: [O:2]1[C:17]2[CH:18]=[CH:19][CH:20]=[CH:21][C:16]=2[NH:15][C:1]1=[O:4]. (2) Given the reactants C[Si](C)(C)CCOC[O:7][CH2:8][C:9]1[N:10]=[C:11]([C:14]2[N:19]=[C:18]([C:20]([OH:23])([CH3:22])[CH3:21])[CH:17]=[CH:16][CH:15]=2)[S:12][CH:13]=1.[Cl:26][C:27]1[C:32]([Cl:33])=[C:31]([S:34](=[O:43])(=[O:42])[NH:35][C@@H:36]([CH3:41])[C:37]([F:40])([F:39])[F:38])[CH:30]=[CH:29][C:28]=1C1SC(C([O-])=O)=NC=1C(N1CCC(F)CC1)=O.[K+].C([O-])([O-])=O.[K+].[K+].P(C1CCCCC1)(C1CCCCC1)C1CCCCC1.F[B-](F)(F)F.C(O)(C(C)(C)C)=O, predict the reaction product. The product is: [Cl:33][C:32]1[C:27]([Cl:26])=[C:28]([C:13]2[S:12][C:11]([C:14]3[CH:15]=[CH:16][CH:17]=[C:18]([C:20]([OH:23])([CH3:21])[CH3:22])[N:19]=3)=[N:10][C:9]=2[CH2:8][OH:7])[CH:29]=[CH:30][C:31]=1[S:34]([NH:35][C@@H:36]([CH3:41])[C:37]([F:40])([F:38])[F:39])(=[O:43])=[O:42]. (3) Given the reactants [Cl:1][C:2]1[CH:30]=[N:29][C:5]2[NH:6][C:7]3[C:12]([C:4]=2[CH:3]=1)=[C:11]([C:13]1[CH:18]=[CH:17][CH:16]=[C:15]([S:19]([CH2:22][CH3:23])(=[O:21])=[O:20])[CH:14]=1)[CH:10]=[CH:9][C:8]=3[O:24][CH2:25][CH2:26][CH2:27][OH:28].C(S(C1C=C(C2[C:47]3C4C=C(C)C=NC=4[NH:50][C:46]=3[C:45]([O:56]C[C@H](OC(=O)[C@H](C)N)C)=NC=2)C=CC=1)(=O)=O)C, predict the reaction product. The product is: [Cl:1][C:2]1[CH:30]=[N:29][C:5]2[NH:6][C:7]3[C:12]([C:4]=2[CH:3]=1)=[C:11]([C:13]1[CH:18]=[CH:17][CH:16]=[C:15]([S:19]([CH2:22][CH3:23])(=[O:21])=[O:20])[CH:14]=1)[CH:10]=[CH:9][C:8]=3[O:24][CH2:25][CH2:26][CH2:27][O:28][C:45](=[O:56])[C@@H:46]([NH2:50])[CH3:47]. (4) Given the reactants [Cl:1][C:2]1[CH:7]=[CH:6][C:5]([C:8]2([C:12]3[C:21]4[C:16](=[CH:17][C:18]([O:22][CH2:23][CH2:24][NH2:25])=[CH:19][CH:20]=4)[CH2:15][CH2:14][N:13]=3)[CH2:11][CH2:10][CH2:9]2)=[CH:4][CH:3]=1.[CH2:26]([S:29](Cl)(=[O:31])=[O:30])[CH2:27][CH3:28].O, predict the reaction product. The product is: [Cl:1][C:2]1[CH:3]=[CH:4][C:5]([C:8]2([C:12]3[C:21]4[C:16](=[CH:17][C:18]([O:22][CH2:23][CH2:24][NH:25][S:29]([CH2:26][CH2:27][CH3:28])(=[O:31])=[O:30])=[CH:19][CH:20]=4)[CH2:15][CH2:14][N:13]=3)[CH2:11][CH2:10][CH2:9]2)=[CH:6][CH:7]=1. (5) Given the reactants [F:1][C:2]([F:29])([F:28])[C:3]1[C:4]([C:18]2[CH:19]=[N:20][C:21]([C:24]([F:27])([F:26])[F:25])=[N:22][CH:23]=2)=[CH:5][C:6]([CH2:9][NH:10]C(=O)OC(C)(C)C)=[N:7][CH:8]=1.[ClH:30], predict the reaction product. The product is: [ClH:30].[F:29][C:2]([F:1])([F:28])[C:3]1[C:4]([C:18]2[CH:23]=[N:22][C:21]([C:24]([F:25])([F:27])[F:26])=[N:20][CH:19]=2)=[CH:5][C:6]([CH2:9][NH2:10])=[N:7][CH:8]=1.